This data is from Forward reaction prediction with 1.9M reactions from USPTO patents (1976-2016). The task is: Predict the product of the given reaction. (1) Given the reactants [C:1]1([C:7]2([OH:17])[CH2:16][CH2:15][C:10]3(OCC[O:11]3)[CH2:9][CH2:8]2)[CH:6]=[CH:5][CH:4]=[CH:3][CH:2]=1.O.C1(C)C=CC(S(O)(=O)=O)=CC=1.CCOC(C)=O, predict the reaction product. The product is: [OH:17][C:7]1([C:1]2[CH:6]=[CH:5][CH:4]=[CH:3][CH:2]=2)[CH2:8][CH2:9][C:10](=[O:11])[CH2:15][CH2:16]1. (2) Given the reactants I[C:2]1[C:3]([C:8]([CH3:12])([CH3:11])[C:9]#[N:10])=[N:4][CH:5]=[CH:6][CH:7]=1.[C:13]([Si:15]([CH3:18])([CH3:17])[CH3:16])#[CH:14], predict the reaction product. The product is: [CH3:11][C:8]([C:3]1[C:2]([C:14]#[C:13][Si:15]([CH3:18])([CH3:17])[CH3:16])=[CH:7][CH:6]=[CH:5][N:4]=1)([CH3:12])[C:9]#[N:10]. (3) Given the reactants [Br:1][C:2]1[N:7]=[CH:6][C:5]([OH:8])=[CH:4][CH:3]=1.C(=O)([O-])[O-].[K+].[K+].Cl[CH2:16][C:17]([O:19][CH3:20])=[O:18], predict the reaction product. The product is: [CH3:20][O:19][C:17](=[O:18])[CH2:16][O:8][C:5]1[CH:6]=[N:7][C:2]([Br:1])=[CH:3][CH:4]=1. (4) The product is: [I:1][C:2]1[CH:3]=[N:4][N:5]([CH3:10])[C:6]=1[C:7]([O:9][CH2:11][CH3:12])=[O:8]. Given the reactants [I:1][C:2]1[CH:3]=[N:4][N:5]([CH3:10])[C:6]=1[C:7]([OH:9])=[O:8].[C:11](Cl)(=O)[C:12](Cl)=O.CCO, predict the reaction product. (5) Given the reactants [C:1]1([C:7]2[N:8]=[C:9]([N:12]3[CH2:17][CH2:16][N:15](C(OC(C)(C)C)=O)[CH2:14][CH2:13]3)[O:10][CH:11]=2)[CH:6]=[CH:5][CH:4]=[CH:3][CH:2]=1.Cl, predict the reaction product. The product is: [C:1]1([C:7]2[N:8]=[C:9]([N:12]3[CH2:17][CH2:16][NH:15][CH2:14][CH2:13]3)[O:10][CH:11]=2)[CH:2]=[CH:3][CH:4]=[CH:5][CH:6]=1.